Dataset: HIV replication inhibition screening data with 41,000+ compounds from the AIDS Antiviral Screen. Task: Binary Classification. Given a drug SMILES string, predict its activity (active/inactive) in a high-throughput screening assay against a specified biological target. (1) The compound is BrCC[N+]12CC[N+](CCBr)(CC1)C2. The result is 0 (inactive). (2) The result is 0 (inactive). The drug is Cl.NC1CC(=O)c2cc(Cl)sc21.